This data is from Reaction yield outcomes from USPTO patents with 853,638 reactions. The task is: Predict the reaction yield, written as a fraction of the theoretical maximum amount of product (1.0 means a 100% yield; for example, 0.34 means a 34% yield). (1) The reactants are ClCCl.[CH:4]([NH:8][C:9]1[CH:10]=[C:11]([N:30]([CH2:38][CH:39]2[CH2:44][CH2:43][O:42][CH2:41][CH2:40]2)C(=O)OC(C)(C)C)[C:12]2[N:13]([C:15]([C:18]3[CH:23]=[CH:22][C:21]([C:24](=[O:29])[NH:25][CH:26]4[CH2:28][CH2:27]4)=[CH:20][CH:19]=3)=[CH:16][N:17]=2)[N:14]=1)([CH2:6][CH3:7])[CH3:5].C(O)(C(F)(F)F)=O.[OH-].[Na+]. The catalyst is C(OCC)(=O)C. The product is [CH:4]([NH:8][C:9]1[CH:10]=[C:11]([NH:30][CH2:38][CH:39]2[CH2:40][CH2:41][O:42][CH2:43][CH2:44]2)[C:12]2[N:13]([C:15]([C:18]3[CH:23]=[CH:22][C:21]([C:24]([NH:25][CH:26]4[CH2:27][CH2:28]4)=[O:29])=[CH:20][CH:19]=3)=[CH:16][N:17]=2)[N:14]=1)([CH2:6][CH3:7])[CH3:5]. The yield is 0.870. (2) The reactants are [C:1]([O:5][C:6]([N:8]1[CH2:13][CH2:12][CH:11]([C:14]2[C:18]3[CH:19]=[CH:20][C:21]([F:23])=[CH:22][C:17]=3[O:16][N:15]=2)[CH2:10][CH2:9]1)=[O:7])([CH3:4])([CH3:3])[CH3:2].C([N-]C(C)C)(C)C.[Li+].C[O:33]B(OC)OC.OO. The catalyst is O1CCCC1.C(O)(=O)C. The product is [C:1]([O:5][C:6]([N:8]1[CH2:13][CH2:12][CH:11]([C:14]2[C:18]3[CH:19]=[CH:20][C:21]([F:23])=[C:22]([OH:33])[C:17]=3[O:16][N:15]=2)[CH2:10][CH2:9]1)=[O:7])([CH3:4])([CH3:2])[CH3:3]. The yield is 0.590. (3) The reactants are [C:1]([C:3]1[CH:4]=[CH:5][C:6]([S:12][CH:13]([CH3:15])[CH3:14])=[C:7]([CH:11]=1)[C:8]([OH:10])=O)#[N:2].CN(C(ON1N=NC2C=CC=CC1=2)=[N+](C)C)C.[B-](F)(F)(F)F.C(N(C(C)C)C(C)C)C.[F:47][C:48]([F:62])([F:61])[C:49]1[CH:54]=[CH:53][C:52]([N:55]2[CH2:60][CH2:59][NH:58][CH2:57][CH2:56]2)=[CH:51][CH:50]=1. The catalyst is O1CCCC1. The product is [CH:13]([S:12][C:6]1[CH:5]=[CH:4][C:3]([C:1]#[N:2])=[CH:11][C:7]=1[C:8]([N:58]1[CH2:57][CH2:56][N:55]([C:52]2[CH:51]=[CH:50][C:49]([C:48]([F:61])([F:62])[F:47])=[CH:54][CH:53]=2)[CH2:60][CH2:59]1)=[O:10])([CH3:15])[CH3:14]. The yield is 0.940. (4) The yield is 0.790. The product is [ClH:13].[CH:1]1([S:4][C:5]2[CH:12]=[CH:11][CH:10]=[CH:9][C:6]=2[CH2:7][NH2:8])[CH2:3][CH2:2]1. The catalyst is C1COCC1. The reactants are [CH:1]1([S:4][C:5]2[CH:12]=[CH:11][CH:10]=[CH:9][C:6]=2[C:7]#[N:8])[CH2:3][CH2:2]1.[ClH:13]. (5) The reactants are [Cl:1][C:2]1[CH:3]=[C:4]([CH2:9][S:10](Cl)(=[O:12])=[O:11])[CH:5]=[CH:6][C:7]=1[Cl:8].CC(C)=O.[OH-].[NH4+:19]. The catalyst is O. The product is [Cl:1][C:2]1[CH:3]=[C:4]([CH2:9][S:10]([NH2:19])(=[O:12])=[O:11])[CH:5]=[CH:6][C:7]=1[Cl:8]. The yield is 0.810. (6) The reactants are Cl.Cl.[CH3:3][C:4]1[CH:9]=[C:8]([C:10](=O)[CH2:11][NH2:12])[CH:7]=[CH:6][N:5]=1.[S-:14][C:15]#[N:16].[K+]. The catalyst is O. The product is [CH3:3][C:4]1[CH:9]=[C:8]([C:10]2[NH:16][C:15](=[S:14])[NH:12][CH:11]=2)[CH:7]=[CH:6][N:5]=1. The yield is 0.790. (7) The reactants are [Br:1][C:2]1[CH:3]=[CH:4][C:5]([C:15]([OH:17])=O)=[N:6][C:7]=1[O:8][CH2:9][C:10]1([CH3:14])[CH2:13][O:12][CH2:11]1.[Cl-].COC1N=C(OC)N=C([N+]2(C)CCOCC2)N=1.CCN(C(C)C)C(C)C.[CH3:45][C:46]([CH3:53])([C:48]1[S:49][CH:50]=[CH:51][N:52]=1)[NH2:47]. The catalyst is CN(C=O)C. The product is [CH3:45][C:46]([NH:47][C:15]([C:5]1[CH:4]=[CH:3][C:2]([Br:1])=[C:7]([O:8][CH2:9][C:10]2([CH3:14])[CH2:11][O:12][CH2:13]2)[N:6]=1)=[O:17])([C:48]1[S:49][CH:50]=[CH:51][N:52]=1)[CH3:53]. The yield is 0.230.